This data is from Forward reaction prediction with 1.9M reactions from USPTO patents (1976-2016). The task is: Predict the product of the given reaction. (1) Given the reactants [CH:1]1([N:6]2[CH2:12][C:11]([F:14])([F:13])[C:10](=[O:15])[N:9]([CH3:16])[C:8]3[CH:17]=[N:18][C:19]([NH:21][C:22]4[CH:30]=[CH:29][C:25]([C:26](O)=[O:27])=[CH:24][C:23]=4[O:31][CH3:32])=[N:20][C:7]2=3)[CH2:5][CH2:4][CH2:3][CH2:2]1.[NH2:33][C@H:34]1[CH2:38][CH2:37][CH2:36][C@H:35]1[C:39]([NH2:41])=[O:40].F[P-](F)(F)(F)(F)F.CN(C(N(C)C)=[N+]1C2C(=NC=CC=2)[N+]([O-])=N1)C.C(N(C(C)C)CC)(C)C, predict the reaction product. The product is: [C:39]([C@@H:35]1[CH2:36][CH2:37][CH2:38][C@@H:34]1[NH:33][C:26](=[O:27])[C:25]1[CH:29]=[CH:30][C:22]([NH:21][C:19]2[N:18]=[CH:17][C:8]3[N:9]([CH3:16])[C:10](=[O:15])[C:11]([F:14])([F:13])[CH2:12][N:6]([CH:1]4[CH2:2][CH2:3][CH2:4][CH2:5]4)[C:7]=3[N:20]=2)=[C:23]([O:31][CH3:32])[CH:24]=1)(=[O:40])[NH2:41]. (2) Given the reactants [F:1][CH2:2][C:3]([C:5]1[CH:10]=[CH:9][C:8]([CH:11]([CH3:13])[CH3:12])=[CH:7][CH:6]=1)=[O:4].[Li+].C[Si]([N-][Si](C)(C)C)(C)C.[F:24][C:25]([F:34])([F:33])[C:26](N1C=CN=C1)=[O:27], predict the reaction product. The product is: [F:1][CH:2]([C:26](=[O:27])[C:25]([F:34])([F:33])[F:24])[C:3]([C:5]1[CH:10]=[CH:9][C:8]([CH:11]([CH3:13])[CH3:12])=[CH:7][CH:6]=1)=[O:4]. (3) Given the reactants C[O-].[Na+].CC1C=CC(C([NH:11][C:12](=[S:23])[NH:13][C:14]2[CH:19]=[CH:18][CH:17]=[C:16]([N+:20]([O-:22])=[O:21])[CH:15]=2)=O)=CC=1.Cl, predict the reaction product. The product is: [N+:20]([C:16]1[CH:15]=[C:14]([NH:13][C:12]([NH2:11])=[S:23])[CH:19]=[CH:18][CH:17]=1)([O-:22])=[O:21]. (4) Given the reactants [F:1][C:2]([F:20])([F:19])[C:3]1[CH:8]=[CH:7][C:6]([NH:9][C:10]2[S:11][C:12]([C:15](=[N:17]O)[CH3:16])=[CH:13][N:14]=2)=[CH:5][CH:4]=1.CO, predict the reaction product. The product is: [NH2:17][CH:15]([C:12]1[S:11][C:10]([NH:9][C:6]2[CH:5]=[CH:4][C:3]([C:2]([F:19])([F:20])[F:1])=[CH:8][CH:7]=2)=[N:14][CH:13]=1)[CH3:16]. (5) Given the reactants C1(P(C2C=CC=CC=2)C2C=CC=CC=2)C=CC=CC=1.[C:20]([Cl:24])(Cl)(Cl)Cl.[Br:25][C:26]1[CH:27]=[C:28]2[C:33](=[CH:34][CH:35]=1)[CH:32]=[C:31](CO)[CH:30]=[C:29]2[O:38][C:39]1[CH:44]=[CH:43][C:42]([S:45]([CH2:48][CH3:49])(=[O:47])=[O:46])=[CH:41][N:40]=1, predict the reaction product. The product is: [Br:25][C:26]1[CH:27]=[C:28]2[C:33]([CH:32]=[C:31]([CH2:20][Cl:24])[CH:30]=[C:29]2[O:38][C:39]2[CH:44]=[CH:43][C:42]([S:45]([CH2:48][CH3:49])(=[O:46])=[O:47])=[CH:41][N:40]=2)=[CH:34][CH:35]=1.